This data is from Full USPTO retrosynthesis dataset with 1.9M reactions from patents (1976-2016). The task is: Predict the reactants needed to synthesize the given product. (1) Given the product [CH3:12][NH:13][C:14]([NH:1][C:2]1[CH:10]=[C:9]([OH:11])[CH:8]=[C:4]([C:5]([OH:7])=[O:6])[CH:3]=1)=[S:15], predict the reactants needed to synthesize it. The reactants are: [NH2:1][C:2]1[CH:3]=[C:4]([CH:8]=[C:9]([OH:11])[CH:10]=1)[C:5]([OH:7])=[O:6].[CH3:12][N:13]=[C:14]=[S:15]. (2) Given the product [CH2:20]([O:27][C:11]([CH2:12][C:1]1([CH2:7][C:8]([OH:10])=[O:9])[CH2:6][CH2:5][CH2:4][CH2:3][CH2:2]1)=[O:13])[C:21]1[CH:26]=[CH:25][CH:24]=[CH:23][CH:22]=1, predict the reactants needed to synthesize it. The reactants are: [C:1]12([CH2:12][C:11](=[O:13])[O:10][C:8](=[O:9])[CH2:7]1)[CH2:6][CH2:5][CH2:4][CH2:3][CH2:2]2.N1C=CC=CC=1.[CH2:20]([OH:27])[C:21]1[CH:26]=[CH:25][CH:24]=[CH:23][CH:22]=1.C1(C)C=CC=CC=1. (3) Given the product [CH2:1]([S:3][CH2:4][C:5]1[CH:6]=[N:7][N:8]([CH3:10])[C:9]=1[B:20]1[O:24][C:23]([CH3:26])([CH3:25])[C:22]([CH3:28])([CH3:27])[O:21]1)[CH3:2], predict the reactants needed to synthesize it. The reactants are: [CH2:1]([S:3][CH2:4][C:5]1[CH:6]=[N:7][N:8]([CH3:10])[CH:9]=1)[CH3:2].C([Li])CCC.C(O[B:20]1[O:24][C:23]([CH3:26])([CH3:25])[C:22]([CH3:28])([CH3:27])[O:21]1)(C)C. (4) Given the product [CH2:20]([O:22][C:23]1[CH:28]=[CH:27][C:26]([O:29][CH2:48][C:42]2[CH:43]=[CH:44][C:45]3[C:41]([C:51](=[O:52])[CH3:50])=[CH:40][O:39][C:37]=3[CH:47]=2)=[CH:25][CH:24]=1)[CH3:21], predict the reactants needed to synthesize it. The reactants are: C1(P(C2C=CC=CC=2)C2C=CC=CC=2)C=CC=CC=1.[CH2:20]([O:22][C:23]1[CH:28]=[CH:27][C:26]([OH:29])=[CH:25][CH:24]=1)[CH3:21].N([C:37]([O:39][CH2:40][CH3:41])=O)=NC(OCC)=O.[C:42]1([CH3:48])[CH:47]=C[CH:45]=[CH:44][CH:43]=1.C1C[O:52][CH2:51][CH2:50]1.